Dataset: Full USPTO retrosynthesis dataset with 1.9M reactions from patents (1976-2016). Task: Predict the reactants needed to synthesize the given product. (1) Given the product [Br:1][C:2]1[CH:3]=[C:4]([C:8]2([C:15]3[CH:20]=[CH:19][C:18]([O:21][CH3:22])=[CH:17][CH:16]=3)[C:12]3=[N:23][CH2:24][CH:25]([OH:28])[CH2:26][N:27]3[C:10](=[S:14])[NH:9]2)[CH:5]=[CH:6][CH:7]=1, predict the reactants needed to synthesize it. The reactants are: [Br:1][C:2]1[CH:3]=[C:4]([C:8]2([C:15]3[CH:20]=[CH:19][C:18]([O:21][CH3:22])=[CH:17][CH:16]=3)[C:12](=S)S[C:10](=[S:14])[NH:9]2)[CH:5]=[CH:6][CH:7]=1.[NH2:23][CH2:24][CH:25]([OH:28])[CH2:26][NH2:27].C(N(CC)CC)C. (2) Given the product [NH2:29][C:26]1[CH:25]=[CH:24][C:23]([O:22][CH:19]2[CH2:20][CH2:21][N:16]([CH2:15][C:12]3[CH:11]=[CH:10][C:9]([C:3]([OH:8])([C:2]([F:33])([F:1])[F:32])[C:4]([F:5])([F:6])[F:7])=[CH:14][CH:13]=3)[CH2:17][CH2:18]2)=[CH:28][CH:27]=1, predict the reactants needed to synthesize it. The reactants are: [F:1][C:2]([F:33])([F:32])[C:3]([C:9]1[CH:14]=[CH:13][C:12]([CH2:15][N:16]2[CH2:21][CH2:20][CH:19]([O:22][C:23]3[CH:28]=[CH:27][C:26]([N+:29]([O-])=O)=[CH:25][CH:24]=3)[CH2:18][CH2:17]2)=[CH:11][CH:10]=1)([OH:8])[C:4]([F:7])([F:6])[F:5]. (3) Given the product [NH2:1][C:4]1[C:13]2[CH2:12][C:11](=[O:14])[CH2:10][CH2:9][C:8]=2[N:7]=[CH:6][CH:5]=1, predict the reactants needed to synthesize it. The reactants are: [N+:1]([C:4]1[C:13]2[CH2:12][C:11](=[O:14])[CH2:10][CH2:9][C:8]=2[N+:7]([O-])=[CH:6][CH:5]=1)([O-])=O. (4) Given the product [CH3:1][CH:2]([CH3:12])/[CH:3]=[CH:4]/[CH2:5][CH2:6][CH2:7][CH2:8][C:9]([OH:11])=[O:10], predict the reactants needed to synthesize it. The reactants are: [CH3:1][CH:2]([CH3:12])[CH:3]=[CH:4][CH2:5][CH2:6][CH2:7][CH2:8][C:9]([OH:11])=[O:10].N[C@H]1CCCC[C@H]1O.